From a dataset of Forward reaction prediction with 1.9M reactions from USPTO patents (1976-2016). Predict the product of the given reaction. (1) The product is: [CH3:21][O:11][N:3]1[C:2]([CH3:12])([CH3:1])[CH2:7][CH:6]([OH:8])[CH2:5][C:4]1([CH3:10])[CH3:9]. Given the reactants [CH3:1][C:2]1([CH3:12])[CH2:7][CH:6]([OH:8])[CH2:5][C:4]([CH3:10])([CH3:9])[NH+:3]1[O-:11].OO.Cl.S(=O)(O)[O-].[Na+].[C:21](=O)(O)[O-].[K+], predict the reaction product. (2) Given the reactants Cl[C:2]1[C:11]2[C:6](=[CH:7][CH:8]=[C:9]([CH3:12])[CH:10]=2)[N:5]=[C:4]([N:13]2[CH2:19][C:18]3[CH:20]=[CH:21][CH:22]=[CH:23][C:17]=3[S:16](=[O:24])[CH2:15][CH2:14]2)[CH:3]=1.[OH:25][C@@H:26]1[CH2:30][NH:29][CH2:28][C@H:27]1NC(=O)OC(C)(C)C.C1(P(C2CCCCC2)C2(N(C)C)CC=CC=C2C2C=CC=CC=2)CCCCC1.[CH3:67][C:68]([CH3:71])([O-:70])[CH3:69].[Na+].[O:73]1CCOC[CH2:74]1, predict the reaction product. The product is: [CH3:12][C:9]1[CH:10]=[C:11]2[C:6](=[CH:7][CH:8]=1)[N:5]=[C:4]([N:13]1[CH2:19][C:18]3[CH:20]=[CH:21][CH:22]=[CH:23][C:17]=3[S:16](=[O:24])[CH2:15][CH2:14]1)[CH:3]=[C:2]2[N:29]1[CH2:30][C@@H:26]([OH:25])[C@H:27]([C:74]([O:70][C:68]([CH3:71])([CH3:69])[CH3:67])=[O:73])[CH2:28]1. (3) Given the reactants [CH2:1]([C:8]1[CH:9]=[N:10][C:11]2[C:16]([C:17]=1[C:18]1[CH:19]=[C:20]([OH:24])[CH:21]=[CH:22][CH:23]=1)=[CH:15][CH:14]=[CH:13][C:12]=2[C:25]([F:28])([F:27])[F:26])[C:2]1[CH:7]=[CH:6][CH:5]=[CH:4][CH:3]=1.[CH2:29]([O:32][C:33](=[O:44])[CH:34]([C:36]1[CH:41]=[CH:40][C:39]([CH2:42]Br)=[CH:38][CH:37]=1)[CH3:35])[CH2:30]C, predict the reaction product. The product is: [CH2:29]([O:32][C:33](=[O:44])[CH:34]([C:36]1[CH:37]=[CH:38][C:39]([CH2:42][O:24][C:20]2[CH:21]=[CH:22][CH:23]=[C:18]([C:17]3[C:16]4[C:11](=[C:12]([C:25]([F:28])([F:26])[F:27])[CH:13]=[CH:14][CH:15]=4)[N:10]=[CH:9][C:8]=3[CH2:1][C:2]3[CH:3]=[CH:4][CH:5]=[CH:6][CH:7]=3)[CH:19]=2)=[CH:40][CH:41]=1)[CH3:35])[CH3:30]. (4) Given the reactants [CH2:1]([N:8]1[C:16]2[C:11](=[N:12][C:13](Cl)=[N:14][C:15]=2[NH:17][C@H:18]([CH2:21][C:22]2[CH:27]=[CH:26][C:25](F)=[CH:24][CH:23]=2)[CH2:19]O)[N:10]=[C:9]1[CH:30]1[CH2:34][CH2:33][CH2:32][CH2:31]1)[C:2]1[CH:7]=[CH:6][CH:5]=[CH:4][CH:3]=1.S(Cl)(Cl)=[O:36], predict the reaction product. The product is: [CH2:1]([N:8]1[C:16]2[C:15]3=[N:17][C@H:18]([CH2:21][C:22]4[CH:27]=[CH:26][CH:25]=[CH:24][CH:23]=4)[CH2:19][N:14]3[C:13](=[O:36])[NH:12][C:11]=2[N:10]=[C:9]1[CH:30]1[CH2:34][CH2:33][CH2:32][CH2:31]1)[C:2]1[CH:7]=[CH:6][CH:5]=[CH:4][CH:3]=1. (5) Given the reactants [NH2:1][C:2]1[N:7]=[C:6]([NH:8][C@H:9]2[CH2:14][CH2:13][C@H:12]([OH:15])[CH2:11][CH2:10]2)[CH:5]=[C:4]([CH3:16])[N:3]=1.[Br:17]NC(=O)CCC(N)=O, predict the reaction product. The product is: [NH2:1][C:2]1[N:7]=[C:6]([NH:8][C@H:9]2[CH2:14][CH2:13][C@H:12]([OH:15])[CH2:11][CH2:10]2)[C:5]([Br:17])=[C:4]([CH3:16])[N:3]=1. (6) Given the reactants [NH2:1][CH2:2][CH2:3][CH:4]1[CH:9]([NH:10][C:11]2[N:16]=[C:15]([N:17]3[CH2:23][CH2:22][CH2:21][CH2:20][CH2:19][CH2:18]3)[CH:14]=[CH:13][N:12]=2)[CH2:8][CH2:7][CH2:6][N:5]1[CH:24]1[CH2:29][CH2:28][CH2:27][CH2:26][CH2:25]1.N=C=N.[C:33]([O:37][C:38]([N:40]1[CH2:45][CH2:44][CH:43]([C:46](O)=[O:47])[CH2:42][CH2:41]1)=[O:39])([CH3:36])([CH3:35])[CH3:34].OC1C2N=NNC=2C=CC=1.C(=O)([O-])[O-], predict the reaction product. The product is: [N:17]1([C:15]2[CH:14]=[CH:13][N:12]=[C:11]([NH:10][CH:9]3[CH2:8][CH2:7][CH2:6][N:5]([CH:24]4[CH2:29][CH2:28][CH2:27][CH2:26][CH2:25]4)[CH:4]3[CH2:3][CH2:2][NH:1][C:46]([CH:43]3[CH2:44][CH2:45][N:40]([C:38]([O:37][C:33]([CH3:36])([CH3:35])[CH3:34])=[O:39])[CH2:41][CH2:42]3)=[O:47])[N:16]=2)[CH2:23][CH2:22][CH2:21][CH2:20][CH2:19][CH2:18]1. (7) Given the reactants [CH2:1]([O:3][C:4]1[CH:5]=[C:6]([CH:12]([C:14]2[CH:19]=[CH:18][C:17]([O:20][CH3:21])=[C:16]([N+:22]([O-:24])=[O:23])[CH:15]=2)[OH:13])[CH:7]=[CH:8][C:9]=1[O:10][CH3:11])[CH3:2], predict the reaction product. The product is: [CH2:1]([O:3][C:4]1[CH:5]=[C:6]([C:12]([C:14]2[CH:19]=[CH:18][C:17]([O:20][CH3:21])=[C:16]([N+:22]([O-:24])=[O:23])[CH:15]=2)=[O:13])[CH:7]=[CH:8][C:9]=1[O:10][CH3:11])[CH3:2].